Predict the product of the given reaction. From a dataset of Forward reaction prediction with 1.9M reactions from USPTO patents (1976-2016). (1) Given the reactants N(OCCC(C)C)=O.[Cl-:9].[Li+].N[C:12]1[C:13]([O:24][CH3:25])=[CH:14][C:15]([Cl:23])=[C:16]2[C:21]=1[C:20](=[O:22])[NH:19][CH2:18][CH2:17]2, predict the reaction product. The product is: [Cl:23][C:15]1[CH:14]=[C:13]([O:24][CH3:25])[C:12]([Cl:9])=[C:21]2[C:16]=1[CH2:17][CH2:18][NH:19][C:20]2=[O:22]. (2) Given the reactants C([Cl:4])(=O)C.C(O[C:10](=O)[N:11]([C@H:13]([C:15](=[O:46])[NH:16][C@@H:17]([CH:40]1[CH2:45][CH2:44][CH2:43][CH2:42][CH2:41]1)[C:18]([N:20]1[CH2:28][C:27]2[C:22](=[CH:23][CH:24]=[CH:25][CH:26]=2)[C@H:21]1[C:29](=[O:39])[NH:30][C:31]1[C:36]([F:37])=[CH:35][CH:34]=[CH:33][C:32]=1[F:38])=[O:19])[CH3:14])C)(C)(C)C, predict the reaction product. The product is: [ClH:4].[F:38][C:32]1[CH:33]=[CH:34][CH:35]=[C:36]([F:37])[C:31]=1[NH:30][C:29]([C@@H:21]1[C:22]2[C:27](=[CH:26][CH:25]=[CH:24][CH:23]=2)[CH2:28][N:20]1[C:18](=[O:19])[C@H:17]([CH:40]1[CH2:45][CH2:44][CH2:43][CH2:42][CH2:41]1)[NH:16][C:15](=[O:46])[C@@H:13]([NH:11][CH3:10])[CH3:14])=[O:39].